From a dataset of Catalyst prediction with 721,799 reactions and 888 catalyst types from USPTO. Predict which catalyst facilitates the given reaction. (1) Reactant: [CH2:1]([N:8]1[CH2:12][CH:11]2[C:13](=O)[N:14]([CH3:17])[C:15](=O)[CH:10]2[CH2:9]1)[C:2]1[CH:7]=[CH:6][CH:5]=[CH:4][CH:3]=1.[H-].[Al+3].[Li+].[H-].[H-].[H-].O.[OH-].[Na+]. Product: [CH2:1]([N:8]1[CH2:9][CH:10]2[CH:11]([CH2:13][N:14]([CH3:17])[CH2:15]2)[CH2:12]1)[C:2]1[CH:7]=[CH:6][CH:5]=[CH:4][CH:3]=1. The catalyst class is: 1. (2) Reactant: O=S(Cl)[Cl:3].[F:5][C:6]1[CH:11]=[CH:10][CH:9]=[CH:8][C:7]=1[C:12]1[C:21]2[C:16](=[CH:17][CH:18]=[CH:19][CH:20]=2)[NH:15][C:14](=O)[N:13]=1. Product: [F:5][C:6]1[CH:11]=[CH:10][CH:9]=[CH:8][C:7]=1[C:12]1[C:21]2[C:16](=[CH:17][CH:18]=[CH:19][CH:20]=2)[N:15]=[C:14]([Cl:3])[N:13]=1. The catalyst class is: 3. (3) Reactant: [Br:1][C:2]1[CH:7]=[CH:6][C:5](S)=[C:4]([O:9][C:10]([F:13])([F:12])[F:11])[CH:3]=1.IC.[C:16](=O)([O-])[O-].[K+].[K+].BrC1C=CC(SC)=C(OC(F)(F)F)C=1.O[O:37][S:38]([O-:40])=O.[K+]. Product: [Br:1][C:2]1[CH:7]=[CH:6][C:5]([S:38]([CH3:16])(=[O:40])=[O:37])=[C:4]([O:9][C:10]([F:13])([F:12])[F:11])[CH:3]=1. The catalyst class is: 21. (4) Reactant: Cl.[CH2:2]=[C:3]1[C:8](=[O:9])[CH:7]2[CH2:10][CH2:11][N:4]1[CH2:5][CH2:6]2.O.[C:13]1([SH:19])[CH:18]=[CH:17][CH:16]=[CH:15][CH:14]=1. Product: [C:13]1([S:19][CH2:2][CH:3]2[C:8](=[O:9])[CH:7]3[CH2:10][CH2:11][N:4]2[CH2:5][CH2:6]3)[CH:18]=[CH:17][CH:16]=[CH:15][CH:14]=1. The catalyst class is: 689. (5) Reactant: Cl[C:2]1[CH:7]=[CH:6][C:5]([N+:8]([O-:10])=[O:9])=[CH:4][CH:3]=1.[CH3:11][N:12]1[CH2:17][CH2:16][NH:15][CH2:14][CH2:13]1.C(N(C(C)C)C(C)C)C. Product: [CH3:11][N:12]1[CH2:17][CH2:16][N:15]([C:2]2[CH:7]=[CH:6][C:5]([N+:8]([O-:10])=[O:9])=[CH:4][CH:3]=2)[CH2:14][CH2:13]1. The catalyst class is: 1. (6) Reactant: [NH2:1][C:2]1[C:10]2[C:5](=[N:6][C:7]([CH3:15])=[CH:8][C:9]=2[C:11]([F:14])([F:13])[F:12])[S:4][C:3]=1[C:16]([OH:18])=O.CN(C(ON1N=NC2C=CC=NC1=2)=[N+](C)C)C.F[P-](F)(F)(F)(F)F.CCN(C(C)C)C(C)C.[CH3:52][C:53]1[CH:58]=[CH:57][C:56]([CH2:59][CH2:60][NH2:61])=[CH:55][CH:54]=1. Product: [NH2:1][C:2]1[C:10]2[C:5](=[N:6][C:7]([CH3:15])=[CH:8][C:9]=2[C:11]([F:12])([F:13])[F:14])[S:4][C:3]=1[C:16]([NH:61][CH2:60][CH2:59][C:56]1[CH:57]=[CH:58][C:53]([CH3:52])=[CH:54][CH:55]=1)=[O:18]. The catalyst class is: 3. (7) Reactant: [NH2:1][CH2:2][C:3]1[CH:12]=[CH:11][C:6]([C:7]([O:9][CH3:10])=[O:8])=[CH:5][CH:4]=1.[Cl:13][C:14]1[CH:22]=[CH:21][C:17]([C:18](Cl)=[O:19])=[CH:16][CH:15]=1. Product: [Cl:13][C:14]1[CH:22]=[CH:21][C:17]([C:18]([NH:1][CH2:2][C:3]2[CH:4]=[CH:5][C:6]([C:7]([O:9][CH3:10])=[O:8])=[CH:11][CH:12]=2)=[O:19])=[CH:16][CH:15]=1. The catalyst class is: 2. (8) Product: [Br-:31].[OH:10][C:9]([C:11]1[CH:15]=[CH:14][S:13][CH:12]=1)([C:16]1[CH:20]=[CH:19][S:18][CH:17]=1)[C:4]12[CH2:7][CH2:8][N+:1]([CH2:30][CH2:29][CH2:28][O:27][C:21]3[CH:26]=[CH:25][CH:24]=[CH:23][CH:22]=3)([CH2:6][CH2:5]1)[CH2:2][CH2:3]2. Reactant: [N:1]12[CH2:8][CH2:7][C:4]([C:9]([C:16]3[CH:20]=[CH:19][S:18][CH:17]=3)([C:11]3[CH:15]=[CH:14][S:13][CH:12]=3)[OH:10])([CH2:5][CH2:6]1)[CH2:3][CH2:2]2.[C:21]1([O:27][CH2:28][CH2:29][CH2:30][Br:31])[CH:26]=[CH:25][CH:24]=[CH:23][CH:22]=1. The catalyst class is: 5. (9) Product: [CH3:33][N:34]([CH2:3][C:4]1[N:13]=[C:12]([NH:14][C:15]2[CH:20]=[CH:19][CH:18]=[C:17]([C:21]3[N:22]=[C:23]([CH3:26])[S:24][CH:25]=3)[CH:16]=2)[C:11]2[C:6](=[CH:7][C:8]([O:30][CH2:31][CH3:32])=[C:9]([O:27][CH2:28][CH3:29])[CH:10]=2)[N:5]=1)[CH3:35]. The catalyst class is: 12. Reactant: Cl.Cl[CH2:3][C:4]1[N:13]=[C:12]([NH:14][C:15]2[CH:20]=[CH:19][CH:18]=[C:17]([C:21]3[N:22]=[C:23]([CH3:26])[S:24][CH:25]=3)[CH:16]=2)[C:11]2[C:6](=[CH:7][C:8]([O:30][CH2:31][CH3:32])=[C:9]([O:27][CH2:28][CH3:29])[CH:10]=2)[N:5]=1.[CH3:33][NH:34][CH3:35]. (10) Reactant: Br[C:2]1[CH:13]=[C:12]([O:14][C@@H:15]([C@H:17]2[CH2:21][N:20]([C@@H:22]([C:24]3[CH:29]=[CH:28][C:27]([O:30][CH3:31])=[CH:26][CH:25]=3)[CH3:23])[C:19](=[O:32])[CH2:18]2)[CH3:16])[C:5]2[N:6]([CH:9]3[CH2:11][CH2:10]3)[CH:7]=[N:8][C:4]=2[CH:3]=1.[CH3:33][C:34]1([CH3:50])[C:38]([CH3:40])([CH3:39])[O:37][B:36]([B:36]2[O:37][C:38]([CH3:40])([CH3:39])[C:34]([CH3:50])([CH3:33])[O:35]2)[O:35]1.C([O-])(=O)C.[K+].C(Cl)Cl. Product: [CH:9]1([N:6]2[C:5]3[C:12]([O:14][C@@H:15]([C@H:17]4[CH2:21][N:20]([C@@H:22]([C:24]5[CH:25]=[CH:26][C:27]([O:30][CH3:31])=[CH:28][CH:29]=5)[CH3:23])[C:19](=[O:32])[CH2:18]4)[CH3:16])=[CH:13][C:2]([B:36]4[O:37][C:38]([CH3:40])([CH3:39])[C:34]([CH3:50])([CH3:33])[O:35]4)=[CH:3][C:4]=3[N:8]=[CH:7]2)[CH2:10][CH2:11]1. The catalyst class is: 75.